This data is from hERG potassium channel inhibition data for cardiac toxicity prediction from Karim et al.. The task is: Regression/Classification. Given a drug SMILES string, predict its toxicity properties. Task type varies by dataset: regression for continuous values (e.g., LD50, hERG inhibition percentage) or binary classification for toxic/non-toxic outcomes (e.g., AMES mutagenicity, cardiotoxicity, hepatotoxicity). Dataset: herg_karim. (1) The drug is O=C1N(CCN2Cc3ccccc3C2)CCN1c1ccc2occc2c1. The result is 1 (blocker). (2) The compound is CC(CCNCC12CC3CC(CC(C3)C1)C2)Nc1ccnc2cc(Cl)ccc12. The result is 1 (blocker). (3) The drug is CN(C)C(=O)[C@@H](C1CCC(N(C)C(=O)c2cccc(F)c2)CC1)[C@H]([NH3+])C(=O)N1CC[C@H](F)C1. The result is 0 (non-blocker). (4) The molecule is COc1cc2c(cc1Nc1ncc(Cl)c(Nc3ccc(N4CCOCC4)cc3OC)n1)CCN(CC(=O)N(C)C)CC2. The result is 1 (blocker). (5) The result is 1 (blocker). The compound is O=C(C1CNCCC1(OCC(O)CO)c1ccc(F)c(F)c1)N(Cc1cn(Cc2cccc(F)c2)c2cccc(F)c12)C1CC1. (6) The compound is N#Cc1ccc(OCCCN2CC3CN(CCCNS(=O)(=O)c4ccccc4)CC(C2)O3)cc1. The result is 0 (non-blocker). (7) The molecule is Cc1cnc(-c2ccc3c(c2)CCN(CCCSc2nnc(-c4cccn4C)n2C)CC3)o1. The result is 1 (blocker).